Dataset: Reaction yield outcomes from USPTO patents with 853,638 reactions. Task: Predict the reaction yield, written as a fraction of the theoretical maximum amount of product (1.0 means a 100% yield; for example, 0.34 means a 34% yield). (1) The reactants are [Cl:1][C:2]1[CH:10]=[C:9]2[C:5]([C:6]([C:14](=[O:19])C(F)(F)F)=[CH:7][N:8]2[CH:11]([CH3:13])[CH3:12])=[CH:4][CH:3]=1.[OH-:20].[Na+].Cl. No catalyst specified. The product is [Cl:1][C:2]1[CH:10]=[C:9]2[C:5]([C:6]([C:14]([OH:19])=[O:20])=[CH:7][N:8]2[CH:11]([CH3:12])[CH3:13])=[CH:4][CH:3]=1. The yield is 0.990. (2) The reactants are [C:1]1([CH:7]([C:28]2[CH:33]=[CH:32][CH:31]=[CH:30][CH:29]=2)[N:8]2[C:16]3[C:11](=[CH:12][CH:13]=[CH:14][CH:15]=3)[C:10](O)([C:17]3[C:22]([OH:23])=[CH:21][N:20]=[C:19]([O:24][CH3:25])[CH:18]=3)[C:9]2=[O:27])[CH:6]=[CH:5][CH:4]=[CH:3][CH:2]=1.C(N(CC)CC)C.S(Cl)(Cl)=O.C(O)(=O)C. The catalyst is ClCCCl.O1CCCC1.[Zn]. The product is [C:1]1([CH:7]([C:28]2[CH:33]=[CH:32][CH:31]=[CH:30][CH:29]=2)[N:8]2[C:16]3[C:11](=[CH:12][CH:13]=[CH:14][CH:15]=3)[CH:10]([C:17]3[C:22]([OH:23])=[CH:21][N:20]=[C:19]([O:24][CH3:25])[CH:18]=3)[C:9]2=[O:27])[CH:2]=[CH:3][CH:4]=[CH:5][CH:6]=1. The yield is 0.340. (3) The catalyst is CN(C)C=O.C(O)C.O1CCCC1.C(N(CC)CC)C. The reactants are [CH:1]1([CH:7]([NH:24][C:25]2[CH:33]=[CH:32][C:28]([C:29](O)=[O:30])=[CH:27][CH:26]=2)[C:8]2[CH:12]=[C:11]([C:13]3[CH:18]=[CH:17][C:16]([C:19]([F:22])([F:21])[F:20])=[CH:15][CH:14]=3)[S:10][C:9]=2[CH3:23])[CH2:6][CH2:5][CH2:4][CH2:3][CH2:2]1.Cl.[NH2:35][CH2:36][CH2:37][C:38]([O:40]CC)=[O:39].O.ON1C2C=CC=CC=2N=N1.Cl.C(N=C=NCCCN(C)C)C.Cl.[OH-].[Na+]. The yield is 0.610. The product is [CH:1]1([CH:7]([NH:24][C:25]2[CH:26]=[CH:27][C:28]([C:29]([NH:35][CH2:36][CH2:37][C:38]([OH:40])=[O:39])=[O:30])=[CH:32][CH:33]=2)[C:8]2[CH:12]=[C:11]([C:13]3[CH:18]=[CH:17][C:16]([C:19]([F:22])([F:20])[F:21])=[CH:15][CH:14]=3)[S:10][C:9]=2[CH3:23])[CH2:6][CH2:5][CH2:4][CH2:3][CH2:2]1. (4) The catalyst is CS(C)=O. The product is [C:1]1([CH2:7][CH2:8][NH:9][C:11]2[CH:16]=[CH:15][CH:14]=[CH:13][C:12]=2[N+:17]([O-:19])=[O:18])[CH:6]=[CH:5][CH:4]=[CH:3][CH:2]=1. The reactants are [C:1]1([CH2:7][CH2:8][NH2:9])[CH:6]=[CH:5][CH:4]=[CH:3][CH:2]=1.F[C:11]1[CH:16]=[CH:15][CH:14]=[CH:13][C:12]=1[N+:17]([O-:19])=[O:18].C(=O)([O-])[O-].[K+].[K+].O. The yield is 0.980.